From a dataset of Reaction yield outcomes from USPTO patents with 853,638 reactions. Predict the reaction yield, written as a fraction of the theoretical maximum amount of product (1.0 means a 100% yield; for example, 0.34 means a 34% yield). (1) The reactants are [NH2:1][C:2]1[CH:3]=[C:4]([CH:8]=[CH:9][C:10]=1[O:11][CH3:12])[C:5]([OH:7])=O.[CH2:13]1[C@H:22]2[C@H:17]([CH2:18][CH2:19][C:20]3[CH:26]=[CH:25][CH:24]=[CH:23][C:21]=32)[NH:16][CH2:15][CH2:14]1.F[P-](F)(F)(F)(F)F.N1(OC(N(C)C)=[N+](C)C)C2N=CC=CC=2N=N1. No catalyst specified. The product is [NH2:1][C:2]1[CH:3]=[C:4]([C:5]([N:16]2[C@@H:17]3[C@@H:22]([C:21]4[CH:23]=[CH:24][CH:25]=[CH:26][C:20]=4[CH2:19][CH2:18]3)[CH2:13][CH2:14][CH2:15]2)=[O:7])[CH:8]=[CH:9][C:10]=1[O:11][CH3:12]. The yield is 0.630. (2) The reactants are Cl[S:2]([N:5]=[C:6]=[O:7])(=[O:4])=[O:3].[CH3:8][C:9]([OH:12])([CH3:11])[CH3:10].[Cl-].[CH2:14]([O:21][C:22]([NH:24][C@H:25]([C:31]([O:33][CH3:34])=[O:32])[CH2:26][CH2:27][CH2:28][CH2:29][NH3+:30])=[O:23])[C:15]1[CH:20]=[CH:19][CH:18]=[CH:17][CH:16]=1.C(N(CC)CC)C. The catalyst is ClCCl. The product is [CH2:14]([O:21][C:22]([NH:24][C@@H:25]([CH2:26][CH2:27][CH2:28][CH2:29][NH:30][S:2](=[O:4])(=[O:3])[NH:5][C:6]([O:12][C:9]([CH3:11])([CH3:10])[CH3:8])=[O:7])[C:31]([O:33][CH3:34])=[O:32])=[O:23])[C:15]1[CH:16]=[CH:17][CH:18]=[CH:19][CH:20]=1. The yield is 0.740.